Dataset: Forward reaction prediction with 1.9M reactions from USPTO patents (1976-2016). Task: Predict the product of the given reaction. (1) Given the reactants [F:1][C:2]([F:35])([CH3:34])[C:3]([NH:5][C@@H:6]([CH3:33])[C@H:7]([O:14][C:15]1[CH:16]=[C:17]2[C:21](=[CH:22][CH:23]=1)[N:20]([C:24]1[CH:25]=[C:26]([CH:30]=[CH:31][CH:32]=1)[C:27]([NH2:29])=[O:28])[N:19]=[CH:18]2)[C:8]1[CH:13]=[CH:12][CH:11]=[CH:10][CH:9]=1)=[O:4].Cl.N[C@H:38]([C:40]([NH2:42])=[O:41])[CH3:39], predict the reaction product. The product is: [NH2:42][C:40](=[O:41])[C@@H:38]([NH:29][C:27](=[O:28])[C:26]1[CH:30]=[CH:31][CH:32]=[C:24]([N:20]2[C:21]3[C:17](=[CH:16][C:15]([O:14][C@H:7]([C:8]4[CH:9]=[CH:10][CH:11]=[CH:12][CH:13]=4)[C@@H:6]([NH:5][C:3](=[O:4])[C:2]([F:1])([F:35])[CH3:34])[CH3:33])=[CH:23][CH:22]=3)[CH:18]=[N:19]2)[CH:25]=1)[CH3:39]. (2) Given the reactants [NH2:1][C:2]1[CH:7]=[CH:6][C:5]([O:8][CH2:9][C:10]#[CH:11])=[CH:4][C:3]=1[C:12]([C:14]1[CH:19]=[CH:18][C:17]([CH:20]([CH3:22])[CH3:21])=[CH:16][CH:15]=1)=[O:13].[CH2:23](Br)[C:24]1[CH:29]=[CH:28][CH:27]=[CH:26][CH:25]=1.C(N(C(C)C)C(C)C)C, predict the reaction product. The product is: [CH2:23]([NH:1][C:2]1[CH:7]=[CH:6][C:5]([O:8][CH2:9][C:10]#[CH:11])=[CH:4][C:3]=1[C:12]([C:14]1[CH:15]=[CH:16][C:17]([CH:20]([CH3:22])[CH3:21])=[CH:18][CH:19]=1)=[O:13])[C:24]1[CH:29]=[CH:28][CH:27]=[CH:26][CH:25]=1.